From a dataset of Full USPTO retrosynthesis dataset with 1.9M reactions from patents (1976-2016). Predict the reactants needed to synthesize the given product. (1) The reactants are: [Cl:1][C:2]1[C:10]2[NH:9][C:8]3[CH2:11][CH2:12][N:13]4[C@H:17]([C:7]=3[C:6]=2[CH:5]=[C:4]([F:18])[CH:3]=1)[CH2:16][CH2:15][CH2:14]4.[H-].[Na+].[CH3:21][C:22]1([C:25]2[CH:26]=[N:27][CH:28]=[CH:29][CH:30]=2)[CH2:24][O:23]1. Given the product [Cl:1][C:2]1[C:10]2[N:9]([CH2:21][C:22]([C:25]3[CH:26]=[N:27][CH:28]=[CH:29][CH:30]=3)([OH:23])[CH3:24])[C:8]3[CH2:11][CH2:12][N:13]4[C@H:17]([C:7]=3[C:6]=2[CH:5]=[C:4]([F:18])[CH:3]=1)[CH2:16][CH2:15][CH2:14]4, predict the reactants needed to synthesize it. (2) Given the product [Cl:27][C:9]1[CH:8]=[C:7]([C:38]2[CH:39]=[CH:40][C:35]([CH2:34][CH2:33][C:30]([OH:32])=[O:31])=[CH:36][CH:37]=2)[CH:12]=[C:11]([Cl:13])[C:10]=1[CH2:14][CH:15]1[CH2:19][CH2:18][N:17]([CH:20]2[CH2:25][CH2:24][CH2:23][CH2:22][CH2:21]2)[C:16]1=[O:26], predict the reactants needed to synthesize it. The reactants are: FC(F)(F)S(O[C:7]1[CH:12]=[C:11]([Cl:13])[C:10]([CH2:14][CH:15]2[CH2:19][CH2:18][N:17]([CH:20]3[CH2:25][CH2:24][CH2:23][CH2:22][CH2:21]3)[C:16]2=[O:26])=[C:9]([Cl:27])[CH:8]=1)(=O)=O.[C:30]([CH2:33][CH2:34][C:35]1[CH:40]=[CH:39][C:38](B(O)O)=[CH:37][CH:36]=1)([OH:32])=[O:31]. (3) Given the product [CH3:1][CH:2]1[C:7]2([C:15]3[C:10](=[CH:11][CH:12]=[CH:13][CH:14]=3)[NH:9][CH2:8]2)[CH2:6][CH2:5][NH:4][CH2:3]1, predict the reactants needed to synthesize it. The reactants are: [CH3:1][CH:2]1[C:7]2([C:15]3[C:10](=[CH:11][CH:12]=[CH:13][CH:14]=3)[NH:9][CH2:8]2)[CH2:6][CH2:5][N:4](CC2C=CC=CC=2)[CH2:3]1.[H][H]. (4) Given the product [F:30][C:26]1[C:25]([F:31])=[CH:24][CH:23]=[C:22]2[C:27]=1[N:28]=[CH:29][C:20]([NH:1][C:2]1[S:6][N:5]=[C:4]([CH3:7])[C:3]=1[C:8]([NH:10][C:11]1[CH:12]=[N:13][C:14]([O:17][CH3:18])=[CH:15][CH:16]=1)=[O:9])=[N:21]2, predict the reactants needed to synthesize it. The reactants are: [NH2:1][C:2]1[S:6][N:5]=[C:4]([CH3:7])[C:3]=1[C:8]([NH:10][C:11]1[CH:12]=[N:13][C:14]([O:17][CH3:18])=[CH:15][CH:16]=1)=[O:9].Cl[C:20]1[CH:29]=[N:28][C:27]2[C:22](=[CH:23][CH:24]=[C:25]([F:31])[C:26]=2[F:30])[N:21]=1.C(=O)([O-])[O-].[Cs+].[Cs+].CC1(C)C2C(=C(P(C3C=CC=CC=3)C3C=CC=CC=3)C=CC=2)OC2C(P(C3C=CC=CC=3)C3C=CC=CC=3)=CC=CC1=2.